Dataset: Full USPTO retrosynthesis dataset with 1.9M reactions from patents (1976-2016). Task: Predict the reactants needed to synthesize the given product. (1) Given the product [C:1]([N:11]1[CH:12]=[C:13]([C:14]([O:16][CH2:17][CH3:18])=[O:15])[C:9]([OH:8])=[N:10]1)(=[O:3])[CH3:2], predict the reactants needed to synthesize it. The reactants are: [C:1](OC(=O)C)(=[O:3])[CH3:2].[OH:8][C:9]1[C:13]([C:14]([O:16][CH2:17][CH3:18])=[O:15])=[CH:12][NH:11][N:10]=1. (2) Given the product [CH:1]([O:4][CH2:8][C:9]1[N:14]=[CH:13][C:12]([C:15]#[N:16])=[CH:11][CH:10]=1)([CH3:3])[CH3:2], predict the reactants needed to synthesize it. The reactants are: [CH:1]([OH:4])([CH3:3])[CH3:2].[OH-].[K+].Br[CH2:8][C:9]1[N:14]=[CH:13][C:12]([C:15]#[N:16])=[CH:11][CH:10]=1. (3) Given the product [CH2:17]([N:12]1[CH2:13][CH2:14][CH2:15][CH2:16][C@H:11]1[CH2:9][OH:8])[C:18]1[CH:23]=[CH:22][CH:21]=[CH:20][CH:19]=1, predict the reactants needed to synthesize it. The reactants are: [H-].[Al+3].[Li+].[H-].[H-].[H-].C[O:8][C:9]([C@@H:11]1[CH2:16][CH2:15][CH2:14][CH2:13][N:12]1[CH2:17][C:18]1[CH:23]=[CH:22][CH:21]=[CH:20][CH:19]=1)=O. (4) The reactants are: [Br:1][C:2]1[CH2:6][CH2:5][CH2:4][C:3]=1[Sn](C)(C)C.[CH2:11]([O:13][C:14](=[O:22])[C:15]1[CH:20]=[CH:19][CH:18]=[C:17](I)[CH:16]=1)[CH3:12].C1([As](C2C=CC=CC=2)C2C=CC=CC=2)C=CC=CC=1. Given the product [CH2:11]([O:13][C:14](=[O:22])[C:15]1[CH:20]=[CH:19][CH:18]=[C:17]([C:3]2[CH2:4][CH2:5][CH2:6][C:2]=2[Br:1])[CH:16]=1)[CH3:12], predict the reactants needed to synthesize it. (5) Given the product [F:1][C:2]1[CH:3]=[CH:4][C:5]([NH2:15])=[C:6]([O:7][CH:8]2[CH2:13][CH2:12][O:11][CH2:10][CH2:9]2)[CH:14]=1, predict the reactants needed to synthesize it. The reactants are: [F:1][C:2]1[CH:3]=[CH:4][C:5]([N+:15]([O-])=O)=[C:6]([CH:14]=1)[O:7][CH:8]1[CH2:13][CH2:12][O:11][CH2:10][CH2:9]1. (6) Given the product [Cl:14][C:4]1[N:5]=[N:6][CH:7]=[CH:8][C:3]=1[C:2]([F:11])([F:10])[F:1], predict the reactants needed to synthesize it. The reactants are: [F:1][C:2]([F:11])([F:10])[C:3]1[C:4](=O)[NH:5][N:6]=[CH:7][CH:8]=1.P(Cl)(Cl)([Cl:14])=O.